This data is from Forward reaction prediction with 1.9M reactions from USPTO patents (1976-2016). The task is: Predict the product of the given reaction. (1) The product is: [CH2:11]([O:10][C@@H:9]1[C@@:8]([CH2:27][OH:28])([CH2:18][O:19][CH2:20][C:21]2[CH:26]=[CH:25][CH:24]=[CH:23][CH:22]=2)[O:7][C@@H:6]([N:32]2[CH:47]=[CH:46][C:36]([NH:37][C:38](=[O:45])[C:39]3[CH:44]=[CH:43][CH:42]=[CH:41][CH:40]=3)=[N:35][C:33]2=[O:34])[C@@H:5]1[OH:4])[C:12]1[CH:17]=[CH:16][CH:15]=[CH:14][CH:13]=1. Given the reactants C([O:4][C@@H:5]1[C@H:9]([O:10][CH2:11][C:12]2[CH:17]=[CH:16][CH:15]=[CH:14][CH:13]=2)[C@@:8]([CH2:27][O:28]C(=O)C)([CH2:18][O:19][CH2:20][C:21]2[CH:26]=[CH:25][CH:24]=[CH:23][CH:22]=2)[O:7][C@H:6]1[N:32]1[CH:47]=[CH:46][C:36]([NH:37][C:38](=[O:45])[C:39]2[CH:44]=[CH:43][CH:42]=[CH:41][CH:40]=2)=[N:35][C:33]1=[O:34])(=O)C.C[O-].[Na+].Cl, predict the reaction product. (2) Given the reactants [Cl:1][CH2:2][C:3]([O:5][CH2:6][CH3:7])=[O:4].[CH:8](OCC)=[O:9].CC([O-])(C)C.[K+:18], predict the reaction product. The product is: [Cl:1]/[C:2](/[CH:8]=[O:9])=[C:3](\[O:5][CH2:6][CH3:7])/[O-:4].[K+:18]. (3) The product is: [CH3:1][C:2]1[CH:7]=[CH:6][C:5]([S:8]([NH:11][C:12]2[CH:17]=[CH:16][CH:15]=[CH:14][C:13]=2[CH2:18][CH2:19][CH2:20][C:21]2[CH:30]=[CH:29][CH:28]=[CH:27][C:22]=2[C:23]([OH:25])=[O:24])(=[O:9])=[O:10])=[CH:4][CH:3]=1. Given the reactants [CH3:1][C:2]1[CH:7]=[CH:6][C:5]([S:8]([NH:11][C:12]2[CH:17]=[CH:16][CH:15]=[CH:14][C:13]=2[CH2:18][CH2:19][CH2:20][C:21]2[CH:30]=[CH:29][CH:28]=[CH:27][C:22]=2[C:23]([O:25]C)=[O:24])(=[O:10])=[O:9])=[CH:4][CH:3]=1.[OH-].[Na+].Cl, predict the reaction product. (4) Given the reactants [NH2:1][C:2]1[CH:10]=[C:9]([O:11][CH3:12])[CH:8]=[C:7]([O:13][CH3:14])[C:3]=1[C:4]([NH2:6])=[O:5].[CH3:15][S:16]([C:18]1[CH:23]=[CH:22][C:21]([C:24]2[N:29]=[C:28]([CH:30]=O)[CH:27]=[CH:26][CH:25]=2)=[CH:20][CH:19]=1)=[O:17].OS([O-])=O.[Na+].O.C1(C)C=CC(S(O)(=O)=O)=CC=1, predict the reaction product. The product is: [CH3:14][O:13][C:7]1[CH:8]=[C:9]([O:11][CH3:12])[CH:10]=[C:2]2[C:3]=1[C:4](=[O:5])[NH:6][C:30]([C:28]1[CH:27]=[CH:26][CH:25]=[C:24]([C:21]3[CH:22]=[CH:23][C:18]([S:16]([CH3:15])=[O:17])=[CH:19][CH:20]=3)[N:29]=1)=[N:1]2.